This data is from Peptide-MHC class I binding affinity with 185,985 pairs from IEDB/IMGT. The task is: Regression. Given a peptide amino acid sequence and an MHC pseudo amino acid sequence, predict their binding affinity value. This is MHC class I binding data. (1) The peptide sequence is HSAANDPVFV. The MHC is H-2-Db with pseudo-sequence H-2-Db. The binding affinity (normalized) is 0.377. (2) The peptide sequence is LMFKHLLHP. The MHC is HLA-A30:01 with pseudo-sequence HLA-A30:01. The binding affinity (normalized) is 0.425. (3) The peptide sequence is FPIPSSWAF. The MHC is HLA-B53:01 with pseudo-sequence HLA-B53:01. The binding affinity (normalized) is 0.951. (4) The peptide sequence is RKLGWWLKL. The MHC is HLA-B39:01 with pseudo-sequence HLA-B39:01. The binding affinity (normalized) is 0.277.